This data is from Full USPTO retrosynthesis dataset with 1.9M reactions from patents (1976-2016). The task is: Predict the reactants needed to synthesize the given product. (1) Given the product [Cl:30][C:31]1[S:35][C:34]([C:36]([NH:29][CH:17]2[CH2:18][CH:19]([C:21]3[CH:22]=[CH:23][C:24]([CH2:27][CH3:28])=[CH:25][CH:26]=3)[CH2:20][N:15]([C:13]([CH:8]3[CH2:9][CH2:10][CH2:11][CH2:12]3)=[O:14])[CH2:16]2)=[O:37])=[CH:33][CH:32]=1, predict the reactants needed to synthesize it. The reactants are: FC(F)(F)C(O)=O.[CH:8]1([C:13]([N:15]2[CH2:20][CH:19]([C:21]3[CH:26]=[CH:25][C:24]([CH2:27][CH3:28])=[CH:23][CH:22]=3)[CH2:18][CH:17]([NH2:29])[CH2:16]2)=[O:14])[CH2:12][CH2:11][CH2:10][CH2:9]1.[Cl:30][C:31]1[S:35][C:34]([C:36](O)=[O:37])=[CH:33][CH:32]=1. (2) The reactants are: Cl[C:2]1[N:7]=[N:6][C:5]([CH2:8][OH:9])=[CH:4][CH:3]=1.[F:10][C:11]1[CH:16]=[C:15]([O:17][CH:18]2[CH2:23][CH2:22][O:21][CH2:20][CH2:19]2)[CH:14]=[C:13]([F:24])[C:12]=1B1OC(C)(C)C(C)(C)O1.[F-].[K+].P(C(C)(C)C)(C(C)(C)C)C(C)(C)C. Given the product [F:10][C:11]1[CH:16]=[C:15]([O:17][CH:18]2[CH2:19][CH2:20][O:21][CH2:22][CH2:23]2)[CH:14]=[C:13]([F:24])[C:12]=1[C:2]1[N:7]=[N:6][C:5]([CH2:8][OH:9])=[CH:4][CH:3]=1, predict the reactants needed to synthesize it.